The task is: Regression. Given a peptide amino acid sequence and an MHC pseudo amino acid sequence, predict their binding affinity value. This is MHC class II binding data.. This data is from Peptide-MHC class II binding affinity with 134,281 pairs from IEDB. (1) The peptide sequence is GQKYFKGNFQRLAIT. The MHC is DRB1_1201 with pseudo-sequence DRB1_1201. The binding affinity (normalized) is 0.422. (2) The peptide sequence is SYVHVNGAKFIDTQN. The MHC is DRB1_0101 with pseudo-sequence DRB1_0101. The binding affinity (normalized) is 0.575. (3) The peptide sequence is RSLPPIVKDASIQVV. The MHC is DRB4_0101 with pseudo-sequence DRB4_0103. The binding affinity (normalized) is 0.501. (4) The peptide sequence is KKNIIALLIIPPKIH. The MHC is DRB1_0401 with pseudo-sequence DRB1_0401. The binding affinity (normalized) is 0.509. (5) The peptide sequence is PADKYRTFVATFGAA. The MHC is DRB1_1101 with pseudo-sequence DRB1_1101. The binding affinity (normalized) is 0.786. (6) The peptide sequence is AVFEAALTKAITAMS. The MHC is DRB1_0301 with pseudo-sequence DRB1_0301. The binding affinity (normalized) is 0.143. (7) The peptide sequence is VLAALFAGAWCVPKV. The MHC is HLA-DPA10103-DPB10402 with pseudo-sequence HLA-DPA10103-DPB10402. The binding affinity (normalized) is 0.476. (8) The peptide sequence is EQMKRFTSKEIDCQH. The MHC is DRB1_0101 with pseudo-sequence DRB1_0101. The binding affinity (normalized) is 0.249. (9) The peptide sequence is EGATPEAKYDAYVAT. The MHC is DRB1_0802 with pseudo-sequence DRB1_0802. The binding affinity (normalized) is 0.